From a dataset of Reaction yield outcomes from USPTO patents with 853,638 reactions. Predict the reaction yield, written as a fraction of the theoretical maximum amount of product (1.0 means a 100% yield; for example, 0.34 means a 34% yield). (1) The reactants are Br[C:2]1[CH:7]=[CH:6][C:5]([N:8]2[C:16]([C:17]([NH:19][CH3:20])=[O:18])=[C:15]3[C:10]([CH:11]=[C:12]([NH:24][S:25]([CH3:28])(=[O:27])=[O:26])[C:13]([CH:21]4[CH2:23][CH2:22]4)=[CH:14]3)=[N:9]2)=[CH:4][CH:3]=1.B1(C(C)=C)O[C:32](C)(C)[C:31](C)([CH3:36])O1.P([O-])([O-])([O-])=O.[K+].[K+].[K+].C1(P(C2CCCCC2)C2CCCCC2)CCCCC1. The catalyst is CC([O-])=O.CC([O-])=O.[Pd+2].O.C1(C)C=CC=CC=1. The product is [CH:21]1([C:13]2[C:12]([NH:24][S:25]([CH3:28])(=[O:27])=[O:26])=[CH:11][C:10]3[C:15](=[C:16]([C:17]([NH:19][CH3:20])=[O:18])[N:8]([C:5]4[CH:6]=[CH:7][C:2]([C:31]([CH3:36])=[CH2:32])=[CH:3][CH:4]=4)[N:9]=3)[CH:14]=2)[CH2:23][CH2:22]1. The yield is 0.270. (2) The reactants are N[C:2]1[CH:9]=[C:8]([C:10]([F:13])([F:12])[F:11])[C:7]([O:14][CH2:15][C:16]([F:19])([F:18])[F:17])=[CH:6][C:3]=1[C:4]#[N:5].N(OCCC(C)C)=O. The catalyst is C1COCC1.CC(OC)(C)C. The product is [F:17][C:16]([F:18])([F:19])[CH2:15][O:14][C:7]1[CH:6]=[C:3]([CH:2]=[CH:9][C:8]=1[C:10]([F:13])([F:11])[F:12])[C:4]#[N:5]. The yield is 0.790. (3) The reactants are [CH2:1]([N:8]1[CH2:13][CH2:12][CH:11]([C:14]2[CH:18]=[CH:17][S:16][CH:15]=2)[CH:10]([C:19](Cl)=[O:20])[CH2:9]1)[C:2]1[CH:7]=[CH:6][CH:5]=[CH:4][CH:3]=1.[Al+3].[Cl-].[Cl-].[Cl-]. The catalyst is C(Cl)Cl. The product is [CH2:1]([N:8]1[CH2:13][CH2:12][CH:11]2[CH:10]([C:19](=[O:20])[C:15]3[S:16][CH:17]=[CH:18][C:14]=32)[CH2:9]1)[C:2]1[CH:7]=[CH:6][CH:5]=[CH:4][CH:3]=1. The yield is 0.120. (4) The catalyst is CN(C)C=O.O. The reactants are [H-].[Na+].[Cl:3][C:4]1[CH:5]=[C:6]2[C:10](=[CH:11][CH:12]=1)[NH:9][C:8](=[O:13])[C:7]2=[O:14].[CH3:15][O:16][C:17](=[O:24])[CH:18](Br)[CH2:19][CH:20]([CH3:22])[CH3:21]. The product is [CH3:15][O:16][C:17](=[O:24])[CH:18]([N:9]1[C:10]2[C:6](=[CH:5][C:4]([Cl:3])=[CH:12][CH:11]=2)[C:7](=[O:14])[C:8]1=[O:13])[CH2:19][CH:20]([CH3:22])[CH3:21]. The yield is 0.590. (5) The reactants are [S:1]1[CH:5]=[CH:4][N:3]=[C:2]1[NH2:6].[N:7]1([C:12](N2C=CN=C2)=[S:13])[CH:11]=[CH:10][N:9]=[CH:8]1. The catalyst is C(#N)C.O1CCCC1. The product is [S:1]1[CH:5]=[CH:4][N:3]=[C:2]1[NH:6][C:12]([N:7]1[CH:11]=[CH:10][N:9]=[CH:8]1)=[S:13]. The yield is 0.830. (6) The reactants are [Cl:1][C:2]1[CH:3]=[C:4]([CH:6]=[CH:7][C:8]=1[Cl:9])[NH2:5].[OH-].[Na+].[CH3:12][C:13]([CH3:18])([CH3:17])[C:14](Cl)=[O:15]. The catalyst is CC(OC)(C)C. The product is [Cl:1][C:2]1[CH:3]=[C:4]([NH:5][C:14](=[O:15])[C:13]([CH3:18])([CH3:17])[CH3:12])[CH:6]=[CH:7][C:8]=1[Cl:9]. The yield is 0.860. (7) The product is [C:1]([O:5][C:6]([N:8]1[C:16]2[C:11](=[CH:12][C:13]([CH2:17][CH2:18][CH2:19][CH2:20][CH2:21][N:30]([CH2:33][CH:34]=[CH2:35])[CH3:31])=[CH:14][CH:15]=2)[CH2:10][CH2:9]1)=[O:7])([CH3:4])([CH3:3])[CH3:2]. The catalyst is C(Cl)Cl.CN(C=O)C. The yield is 0.720. The reactants are [C:1]([O:5][C:6]([N:8]1[C:16]2[C:11](=[CH:12][C:13]([CH2:17][CH2:18][CH2:19][CH2:20][CH2:21]O)=[CH:14][CH:15]=2)[CH2:10][CH2:9]1)=[O:7])([CH3:4])([CH3:3])[CH3:2].CS(Cl)(=O)=O.C([N:30]([CH2:33][CH3:34])[CH2:31]C)C.[CH2:35](CN)C=C. (8) The reactants are C([O-])([O-])=O.[Cs+].[Cs+].[Br:7][C:8]1[CH:13]=[CH:12][C:11]([CH:14]([OH:19])[C:15]([F:18])([F:17])[F:16])=[C:10]([F:20])[CH:9]=1.[NH2:21][C:22]1[N:27]=[C:26]([C:28]2[CH:33]=[CH:32][C:31]([CH2:34][C@H:35]([NH:39][C:40]([O:42][C:43]([CH3:46])([CH3:45])[CH3:44])=[O:41])[C:36]([OH:38])=[O:37])=[CH:30][CH:29]=2)[CH:25]=[C:24](Cl)[N:23]=1.O. The catalyst is O1CCOCC1.C(OCC)(=O)C. The product is [NH2:21][C:22]1[N:27]=[C:26]([C:28]2[CH:33]=[CH:32][C:31]([CH2:34][C@H:35]([NH:39][C:40]([O:42][C:43]([CH3:46])([CH3:45])[CH3:44])=[O:41])[C:36]([OH:38])=[O:37])=[CH:30][CH:29]=2)[CH:25]=[C:24]([O:19][CH:14]([C:11]2[CH:12]=[CH:13][C:8]([Br:7])=[CH:9][C:10]=2[F:20])[C:15]([F:18])([F:17])[F:16])[N:23]=1. The yield is 0.820. (9) The reactants are [Br:1][C:2]1[CH:3]=[C:4]2[C:23](=[CH:24][CH:25]=1)[C:8]1[N:9]=[N:10][N:11]([C:12]3[CH:17]=[CH:16][C:15]([O:18][C:19]([F:22])([F:21])[F:20])=[CH:14][CH:13]=3)[C:7]=1[CH2:6][CH2:5]2.C(C1C(=O)C(Cl)=C(Cl)C(=O)C=1C#N)#N. The catalyst is C1(C)C=CC=CC=1. The product is [Br:1][C:2]1[CH:3]=[C:4]2[C:23](=[CH:24][CH:25]=1)[C:8]1[N:9]=[N:10][N:11]([C:12]3[CH:13]=[CH:14][C:15]([O:18][C:19]([F:20])([F:21])[F:22])=[CH:16][CH:17]=3)[C:7]=1[CH:6]=[CH:5]2. The yield is 0.400. (10) The reactants are [CH2:1]([S:3]([N:6]1[CH2:11][CH2:10][CH:9]([C:12]2[C:20]3[C:15](=[C:16]([C:29]([NH2:31])=[O:30])[CH:17]=[C:18]([C:21]4[CH:26]=[CH:25][CH:24]=[C:23]([CH:27]=O)[CH:22]=4)[CH:19]=3)[NH:14][CH:13]=2)[CH2:8][CH2:7]1)(=[O:5])=[O:4])[CH3:2].[NH:32]1[CH2:37][CH2:36][O:35][CH2:34][CH2:33]1.[BH-](OC(C)=O)(OC(C)=O)OC(C)=O.[Na+]. No catalyst specified. The product is [CH2:1]([S:3]([N:6]1[CH2:7][CH2:8][CH:9]([C:12]2[C:20]3[C:15](=[C:16]([C:29]([NH2:31])=[O:30])[CH:17]=[C:18]([C:21]4[CH:26]=[CH:25][CH:24]=[C:23]([CH2:27][N:32]5[CH2:37][CH2:36][O:35][CH2:34][CH2:33]5)[CH:22]=4)[CH:19]=3)[NH:14][CH:13]=2)[CH2:10][CH2:11]1)(=[O:5])=[O:4])[CH3:2]. The yield is 0.430.